Dataset: Catalyst prediction with 721,799 reactions and 888 catalyst types from USPTO. Task: Predict which catalyst facilitates the given reaction. (1) Reactant: CS(O[CH2:6][C:7]1[CH:8]=[C:9]2[C:14](=[CH:15][CH:16]=1)[CH2:13][N:12]([C:17]([O:19][C:20]([CH3:23])([CH3:22])[CH3:21])=[O:18])[CH2:11][CH2:10]2)(=O)=O.[N-:24]=[N+:25]=[N-:26].[Na+].CN1CCCC1=O. Product: [N:24]([CH2:6][C:7]1[CH:8]=[C:9]2[C:14](=[CH:15][CH:16]=1)[CH2:13][N:12]([C:17]([O:19][C:20]([CH3:23])([CH3:22])[CH3:21])=[O:18])[CH2:11][CH2:10]2)=[N+:25]=[N-:26]. The catalyst class is: 6. (2) Reactant: Br[C:2]1[O:6][C:5]([C:7]2[C:12]([CH3:13])=[CH:11][N:10]=[C:9]([NH:14][C:15](=[O:17])[CH3:16])[CH:8]=2)=[CH:4][C:3]=1[C:18]1[N:22]=[CH:21][N:20]([CH2:23][O:24][CH2:25][CH2:26][Si:27]([CH3:30])([CH3:29])[CH3:28])[N:19]=1.[CH3:31][N:32]([CH3:39])[CH:33]1[CH2:38][CH2:37][CH2:36][NH:35][CH2:34]1. Product: [CH3:31][N:32]([CH3:39])[CH:33]1[CH2:38][CH2:37][CH2:36][N:35]([C:2]2[O:6][C:5]([C:7]3[C:12]([CH3:13])=[CH:11][N:10]=[C:9]([NH:14][C:15](=[O:17])[CH3:16])[CH:8]=3)=[CH:4][C:3]=2[C:18]2[N:22]=[CH:21][N:20]([CH2:23][O:24][CH2:25][CH2:26][Si:27]([CH3:30])([CH3:29])[CH3:28])[N:19]=2)[CH2:34]1. The catalyst class is: 197.